Task: Regression/Classification. Given a drug SMILES string, predict its toxicity properties. Task type varies by dataset: regression for continuous values (e.g., LD50, hERG inhibition percentage) or binary classification for toxic/non-toxic outcomes (e.g., AMES mutagenicity, cardiotoxicity, hepatotoxicity). Dataset: ld50_zhu.. Dataset: Acute oral toxicity (LD50) regression data from Zhu et al. (1) The compound is COc1c(Cl)ccc(Cl)c1C(=O)OCCN(CCOC(=O)c1c(Cl)ccc(Cl)c1OC)c1ccccc1. The rat oral LD50 is 1.67, given as -log10 of the dose in mol/kg body weight (higher means more acutely toxic). (2) The drug is CC(=O)OC1CC2(O)C(CCC3(C)C(c4ccc(=O)oc4)CCC32O)C2(C)CCC(OC3OC(CO)C(O)C(O)C3O)C=C12. The rat oral LD50 is 6.16, given as -log10 of the dose in mol/kg body weight (higher means more acutely toxic).